Dataset: Catalyst prediction with 721,799 reactions and 888 catalyst types from USPTO. Task: Predict which catalyst facilitates the given reaction. Reactant: O([C:9]1[CH:14]=[CH:13][C:12]([CH3:15])=[CH:11][CH:10]=1)S(C(F)(F)F)(=O)=O.[O-]S(C(F)(F)F)(=O)=O.N[C:25]1[CH:30]=[CH:29][C:28]([CH3:31])=[CH:27][CH:26]=1.P([O-])([O-])([O-])=O.[K+].[K+].[K+].C1(C(C2C=CC=CC=2)=C(P(C2CCCCC2)C2CCCCC2)C)C=CC=CC=1.[Cl-].[NH4+:69]. Product: [C:12]1([CH3:15])[CH:13]=[CH:14][CH:9]=[CH:10][C:11]=1[NH:69][C:29]1[CH:30]=[CH:25][CH:26]=[CH:27][C:28]=1[CH3:31]. The catalyst class is: 102.